Dataset: Full USPTO retrosynthesis dataset with 1.9M reactions from patents (1976-2016). Task: Predict the reactants needed to synthesize the given product. (1) Given the product [C:40]([C:20]1[CH:19]=[C:18]2[C:32]3[C:31]4[C:29]([CH:30]=[C:17]2[C:1]([OH:3])=[O:4])=[CH:28][C:27]([C:33]([CH3:34])([CH3:36])[CH3:35])=[CH:26][C:25]=4[C:24]([C:37]([OH:39])=[O:7])=[CH:23][C:22]=3[CH:21]=1)([CH3:42])([CH3:41])[CH3:43], predict the reactants needed to synthesize it. The reactants are: [C:1](=[O:4])([O-:3])[O-].[K+].[K+].[OH-:7].[K+].Cl[O-].[Ca+2].Cl[O-].C([C:17]1[C:18]2[C:32]3[C:22](=[CH:23][C:24]([C:37](=[O:39])C)=[C:25]4[C:31]=3[C:29]([CH:30]=1)=[CH:28][C:27]([C:33]([CH3:36])([CH3:35])[CH3:34])=[CH:26]4)[CH:21]=[C:20]([C:40]([CH3:43])([CH3:42])[CH3:41])[CH:19]=2)(=O)C. (2) Given the product [Br:11][C:5]1[CH:6]=[C:7]([NH2:8])[C:2]([NH2:1])=[N:3][CH:4]=1, predict the reactants needed to synthesize it. The reactants are: [NH2:1][C:2]1[C:7]([N+:8]([O-])=O)=[CH:6][C:5]([Br:11])=[CH:4][N:3]=1.Cl.O. (3) Given the product [CH:3]1([NH:6][CH2:7][CH2:8][CH2:9][O:10][C:11]2[CH:16]=[CH:15][C:14]([C:17]3[CH:22]=[CH:21][C:20]([C:23]([OH:25])=[O:24])=[CH:19][CH:18]=3)=[CH:13][C:12]=2[C:28]2[CH:37]=[CH:36][C:35]3[C:34]([CH3:39])([CH3:38])[CH2:33][CH2:32][C:31]([CH3:41])([CH3:40])[C:30]=3[CH:29]=2)[CH2:5][CH2:4]1, predict the reactants needed to synthesize it. The reactants are: [OH-].[Na+].[CH:3]1([NH:6][CH2:7][CH2:8][CH2:9][O:10][C:11]2[CH:16]=[CH:15][C:14]([C:17]3[CH:22]=[CH:21][C:20]([C:23]([O:25]CC)=[O:24])=[CH:19][CH:18]=3)=[CH:13][C:12]=2[C:28]2[CH:37]=[CH:36][C:35]3[C:34]([CH3:39])([CH3:38])[CH2:33][CH2:32][C:31]([CH3:41])([CH3:40])[C:30]=3[CH:29]=2)[CH2:5][CH2:4]1. (4) Given the product [CH:1]([NH:4][C:5]1[CH:17]=[C:16]2[C:8]([C:9]3[C:10]([C:38]4[CH:43]=[CH:42][CH:41]=[C:40]([N:44]5[CH:49]=[CH:48][N:47]6[CH:50]=[CH:51][N:52]=[C:46]6[C:45]5=[O:53])[C:39]=4[CH3:54])=[CH:11][CH:12]=[C:13]([C:18]([NH2:20])=[O:19])[C:14]=3[NH:15]2)=[CH:7][CH:6]=1)([CH3:2])[CH3:3], predict the reactants needed to synthesize it. The reactants are: [CH:1]([NH:4][C:5]1[CH:17]=[C:16]2[C:8]([C:9]3[C:10](B4OC(C)(C)C(C)(C)O4)=[CH:11][CH:12]=[C:13]([C:18]([NH2:20])=[O:19])[C:14]=3[NH:15]2)=[CH:7][CH:6]=1)([CH3:3])[CH3:2].OC(C(F)(F)F)=O.Br[C:38]1[C:39]([CH3:54])=[C:40]([N:44]2[CH:49]=[CH:48][N:47]3[CH:50]=[CH:51][N:52]=[C:46]3[C:45]2=[O:53])[CH:41]=[CH:42][CH:43]=1.C(=O)([O-])[O-].[Na+].[Na+]. (5) Given the product [CH3:1][O:2][C:3]([C:5]1[CH:6]=[C:7]([C:12]2[CH:17]=[CH:16][C:15]([C:18]([F:19])([F:20])[F:21])=[CH:14][CH:13]=2)[C:8]([O:11][CH2:25][CH2:24][CH2:23][Br:22])=[CH:9][CH:10]=1)=[O:4], predict the reactants needed to synthesize it. The reactants are: [CH3:1][O:2][C:3]([C:5]1[CH:6]=[C:7]([C:12]2[CH:17]=[CH:16][C:15]([C:18]([F:21])([F:20])[F:19])=[CH:14][CH:13]=2)[C:8]([OH:11])=[CH:9][CH:10]=1)=[O:4].[Br:22][CH2:23][CH2:24][CH2:25]Br.C(=O)([O-])[O-].[K+].[K+].